From a dataset of Experimentally validated miRNA-target interactions with 360,000+ pairs, plus equal number of negative samples. Binary Classification. Given a miRNA mature sequence and a target amino acid sequence, predict their likelihood of interaction. (1) The miRNA is ath-miR163 with sequence UUGAAGAGGACUUGGAACUUCGAU. The protein sequence of the target gene is MDGCSAASTFLTDSLELELGTEWCKPPCFSCAFDNREGKFSGESYLASGALKRLILNLDPLPTNFEEDTVELFGFQWVTETALVYSCRELFHLFRQQIFNLESLVQVSCDFGKIATLHAKADSIRQQCVVFLHYIKVFIFRCLKVQEAESHSRPAHPYEALEAQLPSMLVDELRGLLLYIGHLAALPSVTVGAFVNQNQMKLFPPSWHLLHLYLDTHWLVLEILHILGEKLKQVVYGRQFIGQAGDNLTNVSLFEEHCEHLFCDLICLSLNRFDKVMPSEALLISHCPCSCVKELWVLLI.... Result: 0 (no interaction). (2) The miRNA is mmu-miR-1897-5p with sequence CUUUGGAUGGAGAAAGAGGGGG. The protein sequence of the target gene is MGNEASYPAEMCSHFDNDEIKRLGRRFKKLDLDKSGSLSVEEFMSLPELRHNPLVRRVIDVFDTDGDGEVDFKEFILGTSQFSVKGDEEQKLRFAFSIYDMDKDGYISNGELFQVLKMMVGNNLTDWQLQQLVDKTIIILDKDGDGKISFEEFSAVVRDLEIHKKLVLIV. Result: 0 (no interaction). (3) The miRNA is hsa-miR-6854-5p with sequence AAGCUCAGGUUUGAGAACUGCUGA. The protein sequence of the target gene is MLEGHESYDTENFYFREIRKNLQEVDFQWKDGEINYKEGPMTHKNNLTGQRVRHSQGDVENKHMENQLILRFQSGLGELQKFQTAEKIYGCNQIERTVNNCFLASPLQRIFPGVQTNISRKYGNDFLQLSLPTQDEKTHIREKPYIGNECGKAFRVSSSLINHQMIHTTEKPYRCNESGKAFHRGSLLTVHQIVHTRGKPYQCDVCGRIFRQNSDLVNHRRSHTGDKPYICNECGKSFSKSSHLAVHQRIHTGEKPYKCNRCGKCFSQSSSLATHQTVHTGDKPYKCNECGKTFKRNSSL.... Result: 1 (interaction). (4) Result: 0 (no interaction). The miRNA is hsa-miR-6858-5p with sequence GUGAGGAGGGGCUGGCAGGGAC. The protein sequence of the target gene is MAAPYPGSGGGSEVKCVGGRGASVPWDFLPGLMVKAPSGPCLQAQRKEKSRNAARSRRGKENLEFFELAKLLPLPGAISSQLDKASIVRLSVTYLRLRRFAALGAPPWGLRAAGPPAGLAPGRRGPAALVSEVFEQHLGGHILQSLDGFVFALNQEGKFLYISETVSIYLGLSQVEMTGSSVFDYIHPGDHSEVLEQLGLRTPTPGPPTPPSVSSSSSSSSSLADTPEIEASLTKVPPSSLVQERSFFVRMKSTLTKRGLHVKASGYKVIHVTGRLRAHALGLVALGHTLPPAPLAELPL.... (5) The miRNA is mmu-miR-1897-5p with sequence CUUUGGAUGGAGAAAGAGGGGG. The protein sequence of the target gene is MKKMPLFSKSHKNPAEIVKILKDNLAILEKQDKKTDKASEEVSKSLQAMKEILCGTNEKEPPTEAVAQLAQELYSSGLLVTLIADLQLIDFEGKKDVTQIFNNILRRQIGTRSPTVEYISAHPHILFMLLKGYEAPQIALRCGIMLRECIRHEPLAKIILFSNQFRDFFKYVELSTFDIASDAFATFKDLLTRHKVLVADFLEQNYDTIFEDYEKLLQSENYVTKRQSLKLLGELILDRHNFAIMTKYISKPENLKLMMNLLRDKSPNIQFEAFHVFKVFVASPHKTQPIVEILLKNQPK.... Result: 0 (no interaction). (6) The miRNA is hsa-miR-6833-5p with sequence GUGUGGAAGAUGGGAGGAGAAA. The protein sequence of the target gene is MPPKNKEKGKKSGAQKKKKNWGADVVAESRHRLVVLEKELLRDHLALRRDEARRAKASEDQLRQRLQGVEAELEGARSEGKAIYAEMSRQCHALQEDMQTRSKQLEEEVKGLRGQLEACQREAAAAREEAEQALGERDQALAQLRAHMADMEAKYEEILHDSLDRLLAKLRAIKQQWDGAALRLHARHKEQQRQFGLTPPGSLRPPAPSL. Result: 0 (no interaction). (7) Result: 0 (no interaction). The protein sequence of the target gene is MCNTPTYCDLGKAAKDVFNKGYGFGMVKIDLKTKSCSGVEFSTSGHAYTDTGKASGNLETKYKVCNYGLTFTQKWNTDNTLGTEISWENKLAEGLKLTLDTIFVPNTGKKSGKLKASYKRDCFSVGSNVDIDFSGPTIYGWAVLAFEGWLAGYQMSFDTAKSKLSQNNFALGYKAADFQLHTHVNDGTEFGGSIYQKVNEKIETSINLAWTAGSNNTRFGIAAKYMLDCRTSLSAKVNNASLIGLGYTQTLRPGVKLTLSALIDGKNFSAGGHKVGLGFELEA. The miRNA is hsa-miR-660-3p with sequence ACCUCCUGUGUGCAUGGAUUA.